This data is from Full USPTO retrosynthesis dataset with 1.9M reactions from patents (1976-2016). The task is: Predict the reactants needed to synthesize the given product. (1) Given the product [NH2:14][C:9]1[CH:10]=[N:11][N:12]([CH3:13])[C:8]=1[N:6]1[CH2:5][CH2:4][N:3]([C:17]([O:19][C:20]([CH3:22])([CH3:21])[CH3:23])=[O:18])[CH:2]([CH3:1])[CH2:7]1, predict the reactants needed to synthesize it. The reactants are: [CH3:1][CH:2]1[CH2:7][N:6]([C:8]2[N:12]([CH3:13])[N:11]=[CH:10][C:9]=2[N+:14]([O-])=O)[CH2:5][CH2:4][N:3]1[C:17]([O:19][C:20]([CH3:23])([CH3:22])[CH3:21])=[O:18].[NH4+].[Cl-]. (2) Given the product [CH3:17][O:16][C:14](=[O:15])[CH2:13][O:11][C:6]1[CH:7]=[CH:8][CH:9]=[C:10]2[C:5]=1[CH2:4][CH2:3][CH2:2][O:1]2, predict the reactants needed to synthesize it. The reactants are: [O:1]1[C:10]2[CH:9]=[CH:8][CH:7]=[C:6]([OH:11])[C:5]=2[CH2:4][CH2:3][CH2:2]1.Br[CH2:13][C:14]([O:16][CH3:17])=[O:15].C(=O)([O-])[O-].[Cs+].[Cs+].C(O)C(N)(CO)CO.